Dataset: Full USPTO retrosynthesis dataset with 1.9M reactions from patents (1976-2016). Task: Predict the reactants needed to synthesize the given product. (1) Given the product [ClH:41].[ClH:41].[NH2:1][C:2]1[N:7]2[N:8]=[C:9]([C:11]3[O:12][CH:13]=[CH:14][CH:15]=3)[N:10]=[C:6]2[CH:5]=[C:4]([CH2:16][NH:26][CH2:27][CH2:28][C:29]2[CH:37]=[CH:38][CH:34]=[CH:32][N:33]=2)[N:3]=1, predict the reactants needed to synthesize it. The reactants are: [NH2:1][C:2]1[N:7]2[N:8]=[C:9]([C:11]3[O:12][CH:13]=[CH:14][CH:15]=3)[N:10]=[C:6]2[CH:5]=[C:4]([C:16]2C=CC=CC=2C=O)[N:3]=1.NC1N2N=[C:32]([C:34]3OC=[CH:37][CH:38]=3)[N:33]=[C:29]2[CH:28]=[C:27](C=O)[N:26]=1.[ClH:41]. (2) The reactants are: FC(F)(F)[C:3]([OH:5])=O.[Cl:8][C:9]1[C:10]([F:45])=[C:11]([C@@H:15]2[C@:19]([C:22]3[CH:27]=[CH:26][C:25]([Cl:28])=[CH:24][C:23]=3[F:29])([C:20]#[N:21])[C@H:18]([CH2:30][C:31]([CH3:34])([CH3:33])[CH3:32])[NH:17][C@H:16]2[C:35]([NH:37][C@H:38]2[CH2:43][CH2:42][C@H:41]([NH2:44])[CH2:40][CH2:39]2)=[O:36])[CH:12]=[CH:13][CH:14]=1.C([N:48](CC)CC)C. Given the product [Cl:8][C:9]1[C:10]([F:45])=[C:11]([C@@H:15]2[C@:19]([C:22]3[CH:27]=[CH:26][C:25]([Cl:28])=[CH:24][C:23]=3[F:29])([C:20]#[N:21])[C@H:18]([CH2:30][C:31]([CH3:34])([CH3:33])[CH3:32])[NH:17][C@H:16]2[C:35]([NH:37][C@H:38]2[CH2:43][CH2:42][C@H:41]([NH:44][C:3]([NH2:48])=[O:5])[CH2:40][CH2:39]2)=[O:36])[CH:12]=[CH:13][CH:14]=1, predict the reactants needed to synthesize it.